The task is: Predict the product of the given reaction.. This data is from Forward reaction prediction with 1.9M reactions from USPTO patents (1976-2016). (1) Given the reactants Br[CH2:2][C:3]1[CH:4]=[C:5]([CH:8]=[CH:9][CH:10]=1)[CH:6]=[O:7].C(O)C.[C:14]([O:18][CH3:19])(=[O:17])[CH2:15][SH:16].C(=O)([O-])[O-].[K+].[K+], predict the reaction product. The product is: [CH3:19][O:18][C:14]([CH2:15][S:16][CH2:2][C:3]1[CH:4]=[C:5]([CH:8]=[CH:9][CH:10]=1)[CH:6]=[O:7])=[O:17]. (2) Given the reactants Cl[C:2]1[N:7]=[C:6]([NH:8][CH:9]2[CH2:13][CH2:12][CH2:11][CH2:10]2)[C:5]([N+:14]([O-:16])=[O:15])=[CH:4][N:3]=1.CN(C)C1C=CC=CC=1.[C:26]([O:30][C:31]([N:33]1[CH2:38][CH2:37][N:36]([C:39]2[CH:44]=[CH:43][C:42]([NH2:45])=[CH:41][CH:40]=2)[CH2:35][CH2:34]1)=[O:32])([CH3:29])([CH3:28])[CH3:27], predict the reaction product. The product is: [C:26]([O:30][C:31]([N:33]1[CH2:38][CH2:37][N:36]([C:39]2[CH:40]=[CH:41][C:42]([NH:45][C:2]3[N:7]=[C:6]([NH:8][CH:9]4[CH2:13][CH2:12][CH2:11][CH2:10]4)[C:5]([N+:14]([O-:16])=[O:15])=[CH:4][N:3]=3)=[CH:43][CH:44]=2)[CH2:35][CH2:34]1)=[O:32])([CH3:29])([CH3:27])[CH3:28].